From a dataset of Forward reaction prediction with 1.9M reactions from USPTO patents (1976-2016). Predict the product of the given reaction. (1) Given the reactants [H-].[Na+].[N:3]1([CH:10]2[CH2:18][C:17]3[C:12](=[CH:13][CH:14]=[C:15]([OH:19])[CH:16]=3)[CH2:11]2)[CH2:9][CH2:8][CH2:7][CH2:6][CH2:5][CH2:4]1.Cl[C:21]1[N:26]=[CH:25][C:24]([C:27]([NH:29][CH3:30])=[O:28])=[CH:23][CH:22]=1, predict the reaction product. The product is: [N:3]1([CH:10]2[CH2:18][C:17]3[C:12](=[CH:13][CH:14]=[C:15]([O:19][C:21]4[N:26]=[CH:25][C:24]([C:27]([NH:29][CH3:30])=[O:28])=[CH:23][CH:22]=4)[CH:16]=3)[CH2:11]2)[CH2:4][CH2:5][CH2:6][CH2:7][CH2:8][CH2:9]1. (2) The product is: [CH3:1][C:2]1[N:3]=[N:4][N:5]([CH2:7][C:8]2[CH:13]=[C:12]([C:14]([F:15])([F:16])[F:17])[CH:11]=[CH:10][C:9]=2/[CH:18]=[CH:19]/[C:20]([N:26]2[CH2:27][CH2:28][CH2:29][C@H:25]2[C:24]([F:31])([F:30])[F:23])=[O:22])[N:6]=1. Given the reactants [CH3:1][C:2]1[N:3]=[N:4][N:5]([CH2:7][C:8]2[CH:13]=[C:12]([C:14]([F:17])([F:16])[F:15])[CH:11]=[CH:10][C:9]=2/[CH:18]=[CH:19]/[C:20]([OH:22])=O)[N:6]=1.[F:23][C:24]([F:31])([F:30])[C@@H:25]1[CH2:29][CH2:28][CH2:27][NH:26]1, predict the reaction product. (3) Given the reactants [NH2:1][CH2:2][CH:3]1[N:8]2[C:9]3[CH:10]=[CH:11][CH:12]=[C:13]([F:16])[C:14]=3[CH:15]=[C:7]2[C:6]2[N:17]=[C:18]([C:21]3[C:22]([N:41]([CH3:46])[S:42]([CH3:45])(=[O:44])=[O:43])=[CH:23][C:24]4[O:28][C:27]([C:29]5[CH:34]=[CH:33][C:32]([F:35])=[CH:31][CH:30]=5)=[C:26]([C:36]([NH:38][CH3:39])=[O:37])[C:25]=4[CH:40]=3)[CH:19]=[CH:20][C:5]=2[O:4]1.[CH3:47][O:48][C:49]([N:51]1[CH2:55][CH2:54][CH2:53][C@H:52]1[C:56](O)=[O:57])=[O:50].CCN=C=NCCCN(C)C.C(N(CC)CC)C, predict the reaction product. The product is: [F:16][C:13]1[C:14]2[CH:15]=[C:7]3[C:6]4[N:17]=[C:18]([C:21]5[C:22]([N:41]([CH3:46])[S:42]([CH3:45])(=[O:43])=[O:44])=[CH:23][C:24]6[O:28][C:27]([C:29]7[CH:30]=[CH:31][C:32]([F:35])=[CH:33][CH:34]=7)=[C:26]([C:36](=[O:37])[NH:38][CH3:39])[C:25]=6[CH:40]=5)[CH:19]=[CH:20][C:5]=4[O:4][CH:3]([CH2:2][NH:1][C:56]([C@@H:52]4[CH2:53][CH2:54][CH2:55][N:51]4[C:49]([O:48][CH3:47])=[O:50])=[O:57])[N:8]3[C:9]=2[CH:10]=[CH:11][CH:12]=1. (4) Given the reactants [F:1][C:2]([F:7])([F:6])[C:3]([OH:5])=[O:4].[CH2:8]([N:15](C)[CH2:16][C:17](=[C:19]1[CH2:24][CH2:23][N:22]([C:25]2[C:34]([O:35][CH3:36])=[C:33]3[C:28]([C:29](=[O:43])[C:30]([C:40]([OH:42])=[O:41])=[CH:31][N:32]3[CH:37]3[CH2:39][CH2:38]3)=[CH:27][C:26]=2[F:44])[CH2:21][CH2:20]1)[Cl:18])C1C=CC=CC=1.ClC(OC(Cl)C)=O, predict the reaction product. The product is: [F:1][C:2]([F:7])([F:6])[C:3]([OH:5])=[O:4].[Cl:18][C:17](=[C:19]1[CH2:24][CH2:23][N:22]([C:25]2[C:34]([O:35][CH3:36])=[C:33]3[C:28]([C:29](=[O:43])[C:30]([C:40]([OH:42])=[O:41])=[CH:31][N:32]3[CH:37]3[CH2:39][CH2:38]3)=[CH:27][C:26]=2[F:44])[CH2:21][CH2:20]1)[CH2:16][NH:15][CH3:8].